Dataset: Reaction yield outcomes from USPTO patents with 853,638 reactions. Task: Predict the reaction yield, written as a fraction of the theoretical maximum amount of product (1.0 means a 100% yield; for example, 0.34 means a 34% yield). (1) The reactants are O1[C:5]2([CH2:10][CH2:9][CH:8]([N:11]3[C:16](=[O:17])[C:15]([CH2:18][C:19]4[CH:24]=[CH:23][C:22]([C:25]5[C:26]([C:31]#[N:32])=[CH:27][CH:28]=[CH:29][CH:30]=5)=[CH:21][CH:20]=4)=[C:14]([CH2:33][CH2:34][CH3:35])[N:13]4[N:36]=[C:37]([CH3:39])[N:38]=[C:12]34)[CH2:7][CH2:6]2)[O:4]CC1.Cl.O1CCCC1. The catalyst is C(OCC)(=O)C. The product is [CH3:39][C:37]1[N:38]=[C:12]2[N:11]([CH:8]3[CH2:7][CH2:6][C:5](=[O:4])[CH2:10][CH2:9]3)[C:16](=[O:17])[C:15]([CH2:18][C:19]3[CH:20]=[CH:21][C:22]([C:25]4[C:26]([C:31]#[N:32])=[CH:27][CH:28]=[CH:29][CH:30]=4)=[CH:23][CH:24]=3)=[C:14]([CH2:33][CH2:34][CH3:35])[N:13]2[N:36]=1. The yield is 0.800. (2) The reactants are [Br:1][C:2]1[CH:7]=[CH:6][C:5]([Br:8])=[CH:4][N:3]=1.[CH3:9][O:10][C:11]1[CH:12]=[C:13](B(O)O)[CH:14]=[CH:15][CH:16]=1.C(Cl)Cl.C([O-])([O-])=O.[Cs+].[Cs+]. The catalyst is O1CCOCC1.O. The product is [Br:8][C:5]1[CH:6]=[CH:7][C:2]([C:15]2[CH:14]=[CH:13][CH:12]=[C:11]([O:10][CH3:9])[CH:16]=2)=[N:3][CH:4]=1.[Br:1][C:2]1[CH:7]=[CH:6][C:5]([C:15]2[CH:14]=[CH:13][CH:12]=[C:11]([O:10][CH3:9])[CH:16]=2)=[CH:4][N:3]=1. The yield is 0.430. (3) The reactants are [CH2:1]([N:8]([C@@H:16]1[CH2:21][CH2:20][C@H:19]([CH2:22][OH:23])[CH2:18][CH2:17]1)[CH2:9][C:10]1[CH:15]=[CH:14][CH:13]=[CH:12][CH:11]=1)[C:2]1[CH:7]=[CH:6][CH:5]=[CH:4][CH:3]=1.Cl.ClCC[N:28]1[CH2:33][CH2:32][CH2:31][CH2:30][CH2:29]1.[H-].[K+].O1CCO[CH2:38][CH2:37]1. No catalyst specified. The product is [CH2:9]([N:8]([CH2:1][C:2]1[CH:3]=[CH:4][CH:5]=[CH:6][CH:7]=1)[C@H:16]1[CH2:21][CH2:20][C@@H:19]([CH2:22][O:23][CH2:37][CH2:38][CH:33]2[CH2:32][CH2:31][CH2:30][CH2:29][NH:28]2)[CH2:18][CH2:17]1)[C:10]1[CH:15]=[CH:14][CH:13]=[CH:12][CH:11]=1. The yield is 0.720. (4) The reactants are [CH2:1]([Mg]Cl)[C:2]([CH3:5])([CH3:4])[CH3:3].C(OCC)C.[C:13]([O:17][C:18]([N:20]1[CH2:26][CH2:25][C:24]2[C:27]([S:32][CH2:33][C:34]3[CH:39]=[CH:38][C:37](Br)=[CH:36][N:35]=3)=[C:28]([Cl:31])[CH:29]=[CH:30][C:23]=2[CH2:22][CH2:21]1)=[O:19])([CH3:16])([CH3:15])[CH3:14]. The catalyst is C1COCC1.CCOC(C)=O.[Cl-].[Zn+2].[Cl-].C1C=CC([PH+]([C]2[CH][CH][CH][CH]2)C2C=CC=CC=2)=CC=1.C1C=CC([PH+]([C]2[CH][CH][CH][CH]2)C2C=CC=CC=2)=CC=1.C(Cl)Cl.Cl[Pd]Cl.[Fe]. The product is [C:13]([O:17][C:18]([N:20]1[CH2:26][CH2:25][C:24]2[C:27]([S:32][CH2:33][C:34]3[CH:39]=[CH:38][C:37]([CH2:1][C:2]([CH3:5])([CH3:4])[CH3:3])=[CH:36][N:35]=3)=[C:28]([Cl:31])[CH:29]=[CH:30][C:23]=2[CH2:22][CH2:21]1)=[O:19])([CH3:16])([CH3:14])[CH3:15]. The yield is 0.240. (5) The reactants are [Br:1][C:2]1[CH:3]=[C:4]([CH:7]=[CH:8][C:9]=1F)[CH:5]=[O:6].[NH:11]1[CH2:16][CH2:15][O:14][CH2:13][CH2:12]1.C([O-])([O-])=O.[K+].[K+]. The catalyst is N1C=CC=CC=1. The product is [Br:1][C:2]1[CH:3]=[C:4]([CH:7]=[CH:8][C:9]=1[N:11]1[CH2:16][CH2:15][O:14][CH2:13][CH2:12]1)[CH:5]=[O:6]. The yield is 0.580. (6) The reactants are [H-].[H-].[H-].[H-].[Li+].[Al+3].[O:7]1[C:11]2([CH2:16][CH2:15][CH:14]([C:17](OCC)=[O:18])[CH2:13][CH2:12]2)[O:10][CH2:9][CH2:8]1. The catalyst is C1COCC1.CCOCC. The product is [O:7]1[C:11]2([CH2:16][CH2:15][CH:14]([CH2:17][OH:18])[CH2:13][CH2:12]2)[O:10][CH2:9][CH2:8]1. The yield is 1.00. (7) The reactants are [B:1]([C:4]1[CH:5]=[C:6]([CH:10]=[CH:11][CH:12]=1)[C:7]([OH:9])=O)([OH:3])[OH:2].CCN=C=NCCCN(C)C.[NH2:24][CH2:25][CH2:26][CH2:27][NH:28][C:29](=[O:55])[CH2:30][C@@H:31]1[N:37]=[C:36]([C:38]2[CH:43]=[CH:42][C:41]([Cl:44])=[CH:40][CH:39]=2)[C:35]2[CH:45]=[C:46]([O:49][CH3:50])[CH:47]=[CH:48][C:34]=2[N:33]2[C:51]([CH3:54])=[N:52][N:53]=[C:32]12. The catalyst is C(Cl)Cl.CN(C1C=CN=CC=1)C. The product is [Cl:44][C:41]1[CH:42]=[CH:43][C:38]([C:36]2[C:35]3[CH:45]=[C:46]([O:49][CH3:50])[CH:47]=[CH:48][C:34]=3[N:33]3[C:51]([CH3:54])=[N:52][N:53]=[C:32]3[C@H:31]([CH2:30][C:29]([NH:28][CH2:27][CH2:26][CH2:25][NH:24][C:7]([C:6]3[CH:5]=[C:4]([B:1]([OH:2])[OH:3])[CH:12]=[CH:11][CH:10]=3)=[O:9])=[O:55])[N:37]=2)=[CH:39][CH:40]=1. The yield is 0.151.